This data is from Reaction yield outcomes from USPTO patents with 853,638 reactions. The task is: Predict the reaction yield, written as a fraction of the theoretical maximum amount of product (1.0 means a 100% yield; for example, 0.34 means a 34% yield). (1) The reactants are [CH:1]1([C:4]2[C:5]([N:24]([C:29]3[CH:34]=[CH:33][C:32]([N+:35]([O-])=O)=[CH:31][C:30]=3[F:38])[S:25]([CH3:28])(=[O:27])=[O:26])=[CH:6][C:7]3[O:11][C:10]([C:12]4[CH:17]=[CH:16][C:15]([F:18])=[CH:14][CH:13]=4)=[C:9]([C:19]([NH:21][CH3:22])=[O:20])[C:8]=3[CH:23]=2)[CH2:3][CH2:2]1.O.O.[Sn](Cl)Cl. The catalyst is C(OCC)(=O)C.C(O)C. The product is [NH2:35][C:32]1[CH:33]=[CH:34][C:29]([N:24]([C:5]2[C:4]([CH:1]3[CH2:3][CH2:2]3)=[CH:23][C:8]3[C:9]([C:19]([NH:21][CH3:22])=[O:20])=[C:10]([C:12]4[CH:13]=[CH:14][C:15]([F:18])=[CH:16][CH:17]=4)[O:11][C:7]=3[CH:6]=2)[S:25]([CH3:28])(=[O:27])=[O:26])=[C:30]([F:38])[CH:31]=1. The yield is 0.910. (2) The reactants are Br[C:2]1[CH:8]=[CH:7][CH:6]=[CH:5][C:3]=1[NH2:4].[Br:9][C:10]1[CH:11]=[CH:12][C:13]([C:16](Cl)=[O:17])=[N:14][CH:15]=1.C([O-])([O-])=O.[Cs+].[Cs+].N1C2C(=CC=C3C=2N=CC=C3)C=CC=1. The catalyst is [Cu]I.C(Cl)Cl.O1CCOCC1. The product is [Br:9][C:10]1[CH:11]=[CH:12][C:13]([C:16]2[O:17][C:2]3[CH:8]=[CH:7][CH:6]=[CH:5][C:3]=3[N:4]=2)=[N:14][CH:15]=1. The yield is 0.300. (3) The reactants are [C:1]1([S:7]([N:10]2[C:14]3=[N:15][CH:16]=[CH:17][CH:18]=[C:13]3[CH:12]=[C:11]2[C:19](OS(C2C=CC(C)=CC=2)(=O)=O)=[CH:20][CH:21]2[CH2:26][CH2:25][O:24][CH2:23][CH2:22]2)(=[O:9])=[O:8])[CH:6]=[CH:5][CH:4]=[CH:3][CH:2]=1.FC(F)(F)[C:40]1[CH:45]=[CH:44][C:43](B(O)O)=[CH:42][CH:41]=1.C(=O)([O-])[O-].[Na+].[Na+]. The catalyst is O1CCOCC1.C(OCC)(=O)C.Cl[Pd](Cl)([P](C1C=CC=CC=1)(C1C=CC=CC=1)C1C=CC=CC=1)[P](C1C=CC=CC=1)(C1C=CC=CC=1)C1C=CC=CC=1. The product is [C:1]1([S:7]([N:10]2[C:14]3=[N:15][CH:16]=[CH:17][CH:18]=[C:13]3[CH:12]=[C:11]2[C:19]([C:40]2[CH:45]=[CH:44][C:43]([S:7]([CH3:1])(=[O:9])=[O:8])=[CH:42][CH:41]=2)=[CH:20][CH:21]2[CH2:22][CH2:23][O:24][CH2:25][CH2:26]2)(=[O:9])=[O:8])[CH:2]=[CH:3][CH:4]=[CH:5][CH:6]=1. The yield is 0.470. (4) The reactants are [CH2:1]([C:8]1[S:12][C:11]2[CH:13]=[C:14]([O:17][CH3:18])[CH:15]=[CH:16][C:10]=2[C:9]=1[C:19]([C:21]1[CH:26]=[CH:25][C:24]([O:27][CH2:28][CH2:29][N:30]2[CH2:35][CH2:34][CH2:33][CH2:32][CH2:31]2)=[CH:23][CH:22]=1)=[O:20])[C:2]1[CH:7]=[CH:6][CH:5]=[CH:4][CH:3]=1.[H-].[H-].[H-].[H-].[Li+].[Al+3]. The catalyst is C1COCC1. The product is [CH2:1]([C:8]1[S:12][C:11]2[CH:13]=[C:14]([O:17][CH3:18])[CH:15]=[CH:16][C:10]=2[C:9]=1[CH:19]([C:21]1[CH:22]=[CH:23][C:24]([O:27][CH2:28][CH2:29][N:30]2[CH2:35][CH2:34][CH2:33][CH2:32][CH2:31]2)=[CH:25][CH:26]=1)[OH:20])[C:2]1[CH:3]=[CH:4][CH:5]=[CH:6][CH:7]=1. The yield is 0.840.